From a dataset of Forward reaction prediction with 1.9M reactions from USPTO patents (1976-2016). Predict the product of the given reaction. (1) Given the reactants [F:1][C:2]1[CH:3]=[C:4]([S:8](Cl)(=[O:10])=[O:9])[CH:5]=[CH:6][CH:7]=1.[NH2:12][CH2:13][CH2:14][CH2:15][NH:16][C:17]1[CH:22]=[C:21]([C:23]2[CH:28]=[CH:27][CH:26]=[C:25]([CH3:29])[C:24]=2[CH3:30])[N:20]=[C:19]([NH2:31])[N:18]=1, predict the reaction product. The product is: [NH2:31][C:19]1[N:18]=[C:17]([NH:16][CH2:15][CH2:14][CH2:13][NH:12][S:8]([C:4]2[CH:5]=[CH:6][CH:7]=[C:2]([F:1])[CH:3]=2)(=[O:10])=[O:9])[CH:22]=[C:21]([C:23]2[CH:28]=[CH:27][CH:26]=[C:25]([CH3:29])[C:24]=2[CH3:30])[N:20]=1. (2) Given the reactants [C:1]([O:9][C@@H:10]1[CH2:15][C@@H:14]([CH2:16][CH2:17][C:18]2[CH:23]=[CH:22][CH:21]=[CH:20][CH:19]=2)[O:13][C@@:12]([O:39]C)([C@@H:24]2[CH2:28][S:27][C:26](=[O:29])[N:25]2CC2C=CC(OC)=CC=2)[CH2:11]1)(=[O:8])[C:2]1[CH:7]=[CH:6][CH:5]=[CH:4][CH:3]=1.CO[C@]1([C@@H]2CSC(=O)N2CC2C=CC(OC)=CC=2)C[C@H]2C[C@@H](CCCC=CCCC(C)=CC(=O)O2)O1, predict the reaction product. The product is: [C:1]([O:9][C@@H:10]1[CH2:15][C@@H:14]([CH2:16][CH2:17][C:18]2[CH:19]=[CH:20][CH:21]=[CH:22][CH:23]=2)[O:13][C@@:12]([OH:39])([C@@H:24]2[CH2:28][S:27][C:26](=[O:29])[NH:25]2)[CH2:11]1)(=[O:8])[C:2]1[CH:7]=[CH:6][CH:5]=[CH:4][CH:3]=1. (3) Given the reactants C([O-])([O-])=O.[K+].[K+].[OH:7][C:8]1[CH:15]=[CH:14][CH:13]=[C:12]([OH:16])[C:9]=1[CH:10]=[O:11].Cl[CH2:18][C:19]1[CH2:20][CH2:21][N:22]([CH3:33])[CH2:23][C:24]=1[C:25]1[N:29]([CH:30]([CH3:32])[CH3:31])[N:28]=[CH:27][CH:26]=1, predict the reaction product. The product is: [OH:7][C:8]1[CH:15]=[CH:14][CH:13]=[C:12]([O:16][CH2:18][C:19]2[CH2:20][CH2:21][N:22]([CH3:33])[CH2:23][C:24]=2[C:25]2[N:29]([CH:30]([CH3:31])[CH3:32])[N:28]=[CH:27][CH:26]=2)[C:9]=1[CH:10]=[O:11].